The task is: Predict which catalyst facilitates the given reaction.. This data is from Catalyst prediction with 721,799 reactions and 888 catalyst types from USPTO. (1) Reactant: [CH3:1][C:2]1[S:3][CH:4]=[C:5](C(Cl)=O)[N:6]=1.[N+](=C[Si](C)(C)C)=[N-].[BrH:17].[CH3:18][CH2:19][O:20]C(C)=O. Product: [Br:17][CH2:18][C:19]([C:4]1[S:3][C:2]([CH3:1])=[N:6][CH:5]=1)=[O:20]. The catalyst class is: 144. (2) Reactant: [Cl:1][C:2]1[CH:3]=[CH:4][C:5]([N:18]2[CH:22]=[CH:21][CH:20]=[CH:19]2)=[C:6]([CH:8]([C:10]2[CH:15]=[CH:14][CH:13]=[C:12]([Cl:16])[C:11]=2[Cl:17])[OH:9])[CH:7]=1. Product: [Cl:1][C:2]1[CH:3]=[CH:4][C:5]([N:18]2[CH:22]=[CH:21][CH:20]=[CH:19]2)=[C:6]([C:8]([C:10]2[CH:15]=[CH:14][CH:13]=[C:12]([Cl:16])[C:11]=2[Cl:17])=[O:9])[CH:7]=1. The catalyst class is: 327. (3) Reactant: Br[CH2:2][CH2:3][C:4]([F:7])([F:6])[F:5].[Br:8][C:9]1[CH:14]=[CH:13][C:12]([SH:15])=[CH:11][CH:10]=1.C(=O)([O-])[O-].[K+].[K+].O. Product: [F:5][C:4]([F:7])([F:6])[CH2:3][CH2:2][S:15][C:12]1[CH:13]=[CH:14][C:9]([Br:8])=[CH:10][CH:11]=1. The catalyst class is: 3. (4) Reactant: [CH3:1][O:2][C:3](=[O:9])[CH2:4][C:5](=[O:8])[CH2:6][CH3:7].[H-].[Na+].Br[CH2:13][C:14]1[CH:19]=[CH:18][C:17]([F:20])=[CH:16][CH:15]=1. Product: [CH3:1][O:2][C:3](=[O:9])[CH:4]([CH2:13][C:14]1[CH:19]=[CH:18][C:17]([F:20])=[CH:16][CH:15]=1)[C:5](=[O:8])[CH2:6][CH3:7]. The catalyst class is: 348. (5) Reactant: Cl[C:2]1[N:3]=[N:4][C:5]([C:8]([F:11])([F:10])[F:9])=[CH:6][CH:7]=1.[OH-].[NH4+:13]. Product: [F:9][C:8]([F:11])([F:10])[C:5]1[N:4]=[N:3][C:2]([NH2:13])=[CH:7][CH:6]=1. The catalyst class is: 1. (6) Reactant: Cl[C:2]1[CH:7]=[C:6]([Cl:8])[N:5]=[CH:4][N:3]=1.[F:9][C:10]([F:20])([F:19])[O:11][C:12]1[CH:18]=[CH:17][C:15]([NH2:16])=[CH:14][CH:13]=1.CCN(C(C)C)C(C)C. Product: [Cl:8][C:6]1[N:5]=[CH:4][N:3]=[C:2]([NH:16][C:15]2[CH:17]=[CH:18][C:12]([O:11][C:10]([F:9])([F:19])[F:20])=[CH:13][CH:14]=2)[CH:7]=1. The catalyst class is: 14. (7) Reactant: [C:1]([C:3]1[CH:12]=[C:11]2[C:6]([C:7](=[O:13])[CH2:8][CH2:9][O:10]2)=[CH:5][CH:4]=1)#[N:2].[BH4-].[Na+]. Product: [C:1]([C:3]1[CH:12]=[C:11]2[C:6]([CH:7]([OH:13])[CH2:8][CH2:9][O:10]2)=[CH:5][CH:4]=1)#[N:2]. The catalyst class is: 36. (8) Reactant: Cl.[Cl:2][C:3]1[CH:22]=[CH:21][C:6]2[N:7]([CH2:17][CH2:18][CH2:19][NH2:20])[C:8]3[CH:15]=[CH:14][C:13]([Cl:16])=[CH:12][C:9]=3[CH2:10][CH2:11][C:5]=2[CH:4]=1.C(N(CC)CC)C.[F:30][C:31]([F:44])([F:43])[O:32][C:33]1[CH:38]=[CH:37][C:36]([S:39](Cl)(=[O:41])=[O:40])=[CH:35][CH:34]=1. Product: [F:44][C:31]([F:30])([F:43])[O:32][C:33]1[CH:38]=[CH:37][C:36]([S:39]([NH:20][CH2:19][CH2:18][CH2:17][N:7]2[C:8]3[CH:15]=[CH:14][C:13]([Cl:16])=[CH:12][C:9]=3[CH2:10][CH2:11][C:5]3[CH:4]=[C:3]([Cl:2])[CH:22]=[CH:21][C:6]2=3)(=[O:41])=[O:40])=[CH:35][CH:34]=1. The catalyst class is: 3.